Dataset: Peptide-MHC class I binding affinity with 185,985 pairs from IEDB/IMGT. Task: Regression. Given a peptide amino acid sequence and an MHC pseudo amino acid sequence, predict their binding affinity value. This is MHC class I binding data. (1) The peptide sequence is YLQSKGKDI. The MHC is HLA-A69:01 with pseudo-sequence HLA-A69:01. The binding affinity (normalized) is 0.0847. (2) The peptide sequence is AVIFTPIYY. The MHC is HLA-A11:01 with pseudo-sequence HLA-A11:01. The binding affinity (normalized) is 0.787. (3) The peptide sequence is MVINGEQGT. The MHC is HLA-B15:01 with pseudo-sequence HLA-B15:01. The binding affinity (normalized) is 0.0847.